Dataset: Forward reaction prediction with 1.9M reactions from USPTO patents (1976-2016). Task: Predict the product of the given reaction. (1) The product is: [C:6]([C:10]1[C:11]([O:16][CH2:17][O:18][CH3:19])=[C:12]([CH:13]=[CH:14][CH:15]=1)[CH:30]=[O:31])([CH3:9])([CH3:7])[CH3:8]. Given the reactants [Li]CCCC.[C:6]([C:10]1[CH:15]=[CH:14][CH:13]=[CH:12][C:11]=1[O:16][CH2:17][O:18][CH3:19])([CH3:9])([CH3:8])[CH3:7].CN(C)CCN(C)C.CN(C)[CH:30]=[O:31], predict the reaction product. (2) Given the reactants [NH2:1][C:2]1[C:6]([C:7]([O:9][CH2:10][CH2:11][Si:12]([CH3:15])([CH3:14])[CH3:13])=[O:8])=[CH:5][N:4]([C:16]2[CH:21]=[CH:20][CH:19]=[CH:18][CH:17]=2)[N:3]=1.N1C=CC=CC=1.[C:28](Cl)(Cl)=[O:29].[C:32]1([C:38]2[CH:39]=[CH:40][C:41]3[O:45][C:44]([CH2:46][OH:47])=[CH:43][C:42]=3[CH:48]=2)[CH:37]=[CH:36][CH:35]=[CH:34][CH:33]=1, predict the reaction product. The product is: [CH3:13][Si:12]([CH2:11][CH2:10][O:9][C:7]([C:6]1[C:2]([NH:1][C:28]([O:47][CH2:46][C:44]2[O:45][C:41]3[CH:40]=[CH:39][C:38]([C:32]4[CH:33]=[CH:34][CH:35]=[CH:36][CH:37]=4)=[CH:48][C:42]=3[CH:43]=2)=[O:29])=[N:3][N:4]([C:16]2[CH:17]=[CH:18][CH:19]=[CH:20][CH:21]=2)[CH:5]=1)=[O:8])([CH3:15])[CH3:14]. (3) Given the reactants C(OC([N:8]1[CH2:15][CH:14]2[N:16]([CH2:17][C:18]3[CH:23]=[CH:22][C:21]([F:24])=[CH:20][CH:19]=3)[CH:10]([CH2:11][O:12][CH2:13]2)[CH2:9]1)=O)(C)(C)C.Cl.[OH-].[Na+].[Cl-].[Na+].O, predict the reaction product. The product is: [F:24][C:21]1[CH:22]=[CH:23][C:18]([CH2:17][N:16]2[CH:10]3[CH2:9][NH:8][CH2:15][CH:14]2[CH2:13][O:12][CH2:11]3)=[CH:19][CH:20]=1. (4) Given the reactants [CH3:1][C:2]1[C:3]([N+:15]([O-:17])=[O:16])=[C:4]([CH:12]=[CH:13][CH:14]=1)[C:5]([NH:7][O:8][CH2:9][CH2:10]O)=[NH:6].S(Cl)([Cl:20])=O, predict the reaction product. The product is: [CH3:1][C:2]1[C:3]([N+:15]([O-:17])=[O:16])=[C:4]([CH:12]=[CH:13][CH:14]=1)[C:5]([NH:7][O:8][CH2:9][CH2:10][Cl:20])=[NH:6]. (5) Given the reactants [CH:1]([C:3]1[NH:7][C:6]([C:8]([OH:10])=O)=[CH:5][C:4]=1C)=[O:2].Cl.CN(C)CCCN=C=N.ON1C2C=CC=CC=2N=N1.C(N(CC)CC)C.[CH3:39][N:40]1[CH2:45][CH2:44][NH:43][CH2:42][CH2:41]1, predict the reaction product. The product is: [CH3:39][N:40]1[CH2:45][CH2:44][N:43]([C:8]([C:6]2[NH:7][C:3]([CH:1]=[O:2])=[CH:4][CH:5]=2)=[O:10])[CH2:42][CH2:41]1. (6) Given the reactants C(O[C:4]([C:6]1[CH:7]=[C:8]([C:9]2[CH:10]=[CH:11][C:6]([CH3:4])=[CH:7][CH:8]=2)[CH:9]=[CH:10][CH:11]=1)=O)C.I[C:20]1[CH:30]=[CH:29][C:23]([C:24]([O:26][CH2:27][CH3:28])=[O:25])=[CH:22][CH:21]=1.C1(C)C=CC=CC=1B(O)O.C(=O)([O-])[O-].[Na+].[Na+].C1(P(C2C=CC=CC=2)C2C=CC=CC=2)C=CC=CC=1, predict the reaction product. The product is: [CH2:27]([O:26][C:24]([C:23]1[CH:29]=[CH:30][C:20]([C:11]2[CH:10]=[CH:9][CH:8]=[CH:7][C:6]=2[CH3:4])=[CH:21][CH:22]=1)=[O:25])[CH3:28]. (7) Given the reactants [Br:1][C:2]1[C:3]([F:12])=[C:4]([C:7]([O:10]C)=[CH:8][CH:9]=1)[CH:5]=[O:6].B(Br)(Br)Br, predict the reaction product. The product is: [Br:1][C:2]1[C:3]([F:12])=[C:4]([C:7]([OH:10])=[CH:8][CH:9]=1)[CH:5]=[O:6]. (8) Given the reactants [N:1]1([CH2:6][CH2:7][CH2:8][O:9][C:10]2[CH:15]=[CH:14][C:13]([C:16]3([CH:22]=O)[CH2:21][CH2:20][O:19][CH2:18][CH2:17]3)=[CH:12][CH:11]=2)[CH2:5][CH2:4][CH2:3][CH2:2]1.Cl.[N:25]1([C:31]([NH2:33])=[O:32])[CH2:30][CH2:29][NH:28][CH2:27][CH2:26]1.C(O)C, predict the reaction product. The product is: [N:1]1([CH2:6][CH2:7][CH2:8][O:9][C:10]2[CH:11]=[CH:12][C:13]([C:16]3([CH2:22][N:28]4[CH2:29][CH2:30][N:25]([C:31]([NH2:33])=[O:32])[CH2:26][CH2:27]4)[CH2:17][CH2:18][O:19][CH2:20][CH2:21]3)=[CH:14][CH:15]=2)[CH2:2][CH2:3][CH2:4][CH2:5]1. (9) Given the reactants [CH3:1][C:2]([CH3:15])([CH3:14])[CH2:3][C:4](OC1C=CC=CC=1C)=[O:5].C([O:20][C:21]1[CH:26]=[CH:25][CH:24]=[CH:23][C:22]=1[CH3:27])(=O)CC, predict the reaction product. The product is: [OH:20][C:21]1[CH:26]=[CH:25][C:24]([C:4](=[O:5])[CH2:3][C:2]([CH3:15])([CH3:14])[CH3:1])=[CH:23][C:22]=1[CH3:27]. (10) Given the reactants Br[C:2]1[CH:7]=[CH:6][C:5]([N:8]2[C:12]([CH2:13][C@@H:14]3[CH2:18][CH2:17][N:16]([C:19]([CH:21]4[CH2:23][CH2:22]4)=[O:20])[CH2:15]3)=[N:11][NH:10][C:9]2=[O:24])=[CH:4][C:3]=1[OH:25].CC1(C)C(C)(C)OB([C:34]2[CH:35]=[CH:36][C:37]3[O:41][CH:40]=[CH:39][C:38]=3[CH:42]=2)O1.C([O-])([O-])=O.[Cs+].[Cs+], predict the reaction product. The product is: [O:41]1[C:37]2[CH:36]=[CH:35][C:34]([C:2]3[CH:7]=[CH:6][C:5]([N:8]4[C:12]([CH2:13][C@@H:14]5[CH2:18][CH2:17][N:16]([C:19]([CH:21]6[CH2:23][CH2:22]6)=[O:20])[CH2:15]5)=[N:11][NH:10][C:9]4=[O:24])=[CH:4][C:3]=3[OH:25])=[CH:42][C:38]=2[CH:39]=[CH:40]1.